Dataset: Full USPTO retrosynthesis dataset with 1.9M reactions from patents (1976-2016). Task: Predict the reactants needed to synthesize the given product. (1) Given the product [Cl:1][C:2]1[CH:7]=[C:6]([Cl:8])[CH:5]=[CH:4][C:3]=1[C:9]1[CH:14]=[CH:13][C:12]([CH2:15][CH3:16])=[C:11]([CH:17]2[C:18](=[O:28])[C:19]([CH3:27])([CH3:26])[S:31](=[O:33])(=[O:30])[C:21]([CH3:25])([CH3:24])[C:22]2=[O:23])[CH:10]=1, predict the reactants needed to synthesize it. The reactants are: [Cl:1][C:2]1[CH:7]=[C:6]([Cl:8])[CH:5]=[CH:4][C:3]=1[C:9]1[CH:14]=[CH:13][C:12]([CH2:15][CH3:16])=[C:11]([CH:17]2[C:22](=[O:23])[C:21]([CH3:25])([CH3:24])S[C:19]([CH3:27])([CH3:26])[C:18]2=[O:28])[CH:10]=1.O[O:30][S:31]([O-:33])=O.[K+]. (2) Given the product [Cl:1][C:2]1[CH:7]=[CH:6][C:5]([N:8]2[C:12]([CH2:13][CH2:14][CH3:15])=[C:11]([C:16]([NH:25][CH:19]3[CH2:24][CH2:23][CH2:22][CH2:21][CH2:20]3)=[O:17])[CH:10]=[N:9]2)=[CH:4][CH:3]=1, predict the reactants needed to synthesize it. The reactants are: [Cl:1][C:2]1[CH:7]=[CH:6][C:5]([N:8]2[C:12]([CH2:13][CH2:14][CH3:15])=[C:11]([C:16](Cl)=[O:17])[CH:10]=[N:9]2)=[CH:4][CH:3]=1.[CH:19]1([NH2:25])[CH2:24][CH2:23][CH2:22][CH2:21][CH2:20]1. (3) Given the product [CH:17]1([NH:20][C:2]2[CH:7]=[CH:6][N:5]3[N:8]=[CH:9][CH:10]=[C:4]3[CH:3]=2)[CH2:19][CH2:18]1, predict the reactants needed to synthesize it. The reactants are: Br[C:2]1[CH:7]=[CH:6][N:5]2[N:8]=[CH:9][CH:10]=[C:4]2[CH:3]=1.C(O[Na])(C)(C)C.[CH:17]1([NH2:20])[CH2:19][CH2:18]1. (4) Given the product [CH2:50]([N:35]([CH2:28][C:29]1[CH:34]=[CH:33][CH:32]=[CH:31][CH:30]=1)[C:36]1[CH:37]=[C:38](/[CH:43]=[CH:44]/[C:45]([OH:47])=[O:46])[CH:39]=[CH:40][C:41]=1[F:42])[C:51]1[CH:52]=[CH:53][CH:54]=[CH:55][CH:56]=1, predict the reactants needed to synthesize it. The reactants are: C(N(CC1C=CC=CC=1)C1C=C(/C=C/C(O)=O)C=C(F)C=1)C1C=CC=CC=1.[CH2:28]([N:35]([CH2:50][C:51]1[CH:56]=[CH:55][CH:54]=[CH:53][CH:52]=1)[C:36]1[CH:37]=[C:38](/[CH:43]=[CH:44]/[C:45]([O:47]CC)=[O:46])[CH:39]=[CH:40][C:41]=1[F:42])[C:29]1[CH:34]=[CH:33][CH:32]=[CH:31][CH:30]=1. (5) Given the product [NH:15]([C:2]1[C:11]2[C:6](=[C:7]([OH:12])[CH:8]=[CH:9][CH:10]=2)[N:5]=[C:4]([CH3:13])[CH:3]=1)[NH2:16], predict the reactants needed to synthesize it. The reactants are: Cl[C:2]1[C:11]2[C:6](=[C:7]([OH:12])[CH:8]=[CH:9][CH:10]=2)[N:5]=[C:4]([CH3:13])[CH:3]=1.O.[NH2:15][NH2:16].